From a dataset of Full USPTO retrosynthesis dataset with 1.9M reactions from patents (1976-2016). Predict the reactants needed to synthesize the given product. (1) Given the product [CH3:7][CH:6]([CH3:8])[CH2:5][C@H:4]([C:9]1[CH:10]=[C:11]([C:29]2[CH:34]=[CH:33][C:32]([C:35]([F:37])([F:36])[F:38])=[CH:31][CH:30]=2)[CH:12]=[C:13]([N:15]2[CH2:20][CH2:19][CH2:18][CH2:17][CH:16]2[CH2:21][CH2:22][C:23]2[CH:24]=[CH:25][CH:26]=[CH:27][CH:28]=2)[CH:14]=1)[C:3]([OH:39])=[O:2], predict the reactants needed to synthesize it. The reactants are: C[O:2][C:3](=[O:39])[C@@H:4]([C:9]1[CH:10]=[C:11]([C:29]2[CH:34]=[CH:33][C:32]([C:35]([F:38])([F:37])[F:36])=[CH:31][CH:30]=2)[CH:12]=[C:13]([N:15]2[CH2:20][CH2:19][CH2:18][CH2:17][CH:16]2[CH2:21][CH2:22][C:23]2[CH:28]=[CH:27][CH:26]=[CH:25][CH:24]=2)[CH:14]=1)[CH2:5][CH:6]([CH3:8])[CH3:7].[OH-].[Na+]. (2) Given the product [CH:41]1([C:44]2[C:45]3[C:46](=[O:47])[NH:16][C:14]([C:4]4[C:5]5[C:13]6[C:8](=[CH:9][CH:10]=[CH:11][CH:12]=6)[NH:7][C:6]=5[N:1]=[CH:2][CH:3]=4)=[N:15][C:49]=3[CH:50]=[N:51][CH:52]=2)[CH2:42][CH2:43]1, predict the reactants needed to synthesize it. The reactants are: [N:1]1[C:6]2[NH:7][C:8]3[C:13]([C:5]=2[C:4]([C:14]([NH2:16])=[NH:15])=[CH:3][CH:2]=1)=[CH:12][CH:11]=[CH:10][CH:9]=3.F[P-](F)(F)(F)(F)F.C[N+](C)=C(N(C)C)ON1C2N=CC=CC=2N=N1.[CH:41]1([C:44]2[CH:52]=[N:51][CH:50]=[C:49](F)[C:45]=2[C:46](O)=[O:47])[CH2:43][CH2:42]1.C(N(CC)C(C)C)(C)C.C(=O)([O-])[O-].[Cs+].[Cs+]. (3) The reactants are: [OH:1][C:2]([CH3:35])([CH3:34])[CH2:3][C@@:4]1([C:28]2[CH:33]=[CH:32][CH:31]=[CH:30][CH:29]=2)[O:9][C:8](=[O:10])[N:7]([C@H:11]([C:13]2[CH:18]=[CH:17][C:16](B3OC(C)(C)C(C)(C)O3)=[CH:15][CH:14]=2)[CH3:12])[CH2:6][CH2:5]1.Br[C:37]1[CH:38]=[CH:39][C:40](=[O:47])[N:41]([CH:43]2[CH2:46][O:45][CH2:44]2)[CH:42]=1. Given the product [OH:1][C:2]([CH3:35])([CH3:34])[CH2:3][C@@:4]1([C:28]2[CH:29]=[CH:30][CH:31]=[CH:32][CH:33]=2)[O:9][C:8](=[O:10])[N:7]([C@H:11]([C:13]2[CH:18]=[CH:17][C:16]([C:37]3[CH:38]=[CH:39][C:40](=[O:47])[N:41]([CH:43]4[CH2:46][O:45][CH2:44]4)[CH:42]=3)=[CH:15][CH:14]=2)[CH3:12])[CH2:6][CH2:5]1, predict the reactants needed to synthesize it. (4) Given the product [NH2:27][C@@H:9]([CH2:8][C:5]1[CH:6]=[CH:7][C:2]([Cl:1])=[CH:3][CH:4]=1)[CH2:10][CH2:11][N:12]1[CH:16]=[C:15]([C:17]2[CH:25]=[CH:24][C:23]3[NH:22][C:35](=[O:36])[O:41][C:19]=3[CH:18]=2)[CH:14]=[N:13]1, predict the reactants needed to synthesize it. The reactants are: [Cl:1][C:2]1[CH:7]=[CH:6][C:5]([CH2:8][C@H:9]([NH:27]C(=O)OC(C)(C)C)[CH2:10][CH2:11][N:12]2[CH:16]=[C:15]([C:17]3[CH:18]=[C:19]4[C:23](=[CH:24][CH:25]=3)[NH:22]C(=O)C4)[CH:14]=[N:13]2)=[CH:4][CH:3]=1.[C:35]([OH:41])(C(F)(F)F)=[O:36].